This data is from Reaction yield outcomes from USPTO patents with 853,638 reactions. The task is: Predict the reaction yield, written as a fraction of the theoretical maximum amount of product (1.0 means a 100% yield; for example, 0.34 means a 34% yield). The reactants are Br.[NH2:2][C:3]1[CH:4]=[CH:5][C:6](/[C:11](/[C:19]2[CH:24]=[CH:23][C:22]([C:25]([CH3:28])([CH3:27])[CH3:26])=[CH:21][CH:20]=2)=[CH:12]/[C@@H:13]2[NH:17][C:16](=[O:18])[CH2:15][CH2:14]2)=[N:7][C:8]=1[O:9]C.O. The catalyst is O1CCOCC1. The product is [NH2:2][C:3]1[C:8](=[O:9])[NH:7][C:6](/[C:11](/[C:19]2[CH:20]=[CH:21][C:22]([C:25]([CH3:27])([CH3:26])[CH3:28])=[CH:23][CH:24]=2)=[CH:12]/[C@H:13]2[CH2:14][CH2:15][C:16](=[O:18])[NH:17]2)=[CH:5][CH:4]=1. The yield is 0.440.